From a dataset of Catalyst prediction with 721,799 reactions and 888 catalyst types from USPTO. Predict which catalyst facilitates the given reaction. (1) Reactant: [F:1][CH:2]([F:27])[C:3]1[NH:4][C:5]([CH:24]([F:26])[F:25])=[C:6]([C:22]#[N:23])[CH:7]([C:11]2[CH:12]=[C:13]3[C:17](=[CH:18][C:19]=2[F:20])[NH:16][N:15]=[C:14]3[CH3:21])[C:8]=1[C:9]#[N:10].[OH-].[Na+:29]. Product: [C:9]([C:8]1[CH:7]([C:11]2[CH:12]=[C:13]3[C:17](=[CH:18][C:19]=2[F:20])[NH:16][N:15]=[C:14]3[CH3:21])[C:6]([C:22]#[N:23])=[C:5]([CH:24]([F:25])[F:26])[N-:4][C:3]=1[CH:2]([F:1])[F:27])#[N:10].[Na+:29]. The catalyst class is: 8. (2) The catalyst class is: 436. Reactant: [NH2:1][C:2]1[CH:7]=[C:6]([O:8][C:9]2[CH:14]=[CH:13][C:12]([NH:15][C:16](=[O:22])[O:17][C:18]([CH3:21])([CH3:20])[CH3:19])=[CH:11][C:10]=2[F:23])[CH:5]=[CH:4][N:3]=1.[C:24](Cl)(=[O:26])[CH3:25]. Product: [C:24]([NH:1][C:2]1[CH:7]=[C:6]([O:8][C:9]2[CH:14]=[CH:13][C:12]([NH:15][C:16](=[O:22])[O:17][C:18]([CH3:19])([CH3:20])[CH3:21])=[CH:11][C:10]=2[F:23])[CH:5]=[CH:4][N:3]=1)(=[O:26])[CH3:25]. (3) Reactant: C([O:8][C:9]1[CH:14]=[CH:13][N:12]2[N:15]=[CH:16][N:17]=[C:11]2[CH:10]=1)C1C=CC=CC=1. Product: [N:17]1[CH:16]=[N:15][N:12]2[CH:13]=[CH:14][C:9]([OH:8])=[CH:10][C:11]=12. The catalyst class is: 354. (4) Reactant: [Cl:1][C:2]1[CH:27]=[CH:26][C:5]([C:6]([NH:8][CH2:9][CH2:10][C@@H:11]([NH:18]C(=O)OC(C)(C)C)[C:12]2[CH:17]=[CH:16][CH:15]=[CH:14][CH:13]=2)=[O:7])=[CH:4][C:3]=1[NH:28][C:29]([C:31]1[C:42](=[O:43])[NH:41][C:34]2[N:35]=[C:36]([O:39][CH3:40])[N:37]=[CH:38][C:33]=2[CH:32]=1)=[O:30].FC(F)(F)C(O)=O. Product: [NH2:18][C@@H:11]([C:12]1[CH:13]=[CH:14][CH:15]=[CH:16][CH:17]=1)[CH2:10][CH2:9][NH:8][C:6]([C:5]1[CH:26]=[CH:27][C:2]([Cl:1])=[C:3]([NH:28][C:29]([C:31]2[C:42](=[O:43])[NH:41][C:34]3[N:35]=[C:36]([O:39][CH3:40])[N:37]=[CH:38][C:33]=3[CH:32]=2)=[O:30])[CH:4]=1)=[O:7]. The catalyst class is: 4. (5) Reactant: [CH3:1][C:2]1[S:3][C:4]2[CH:10]=[CH:9][CH:8]=[CH:7][C:5]=2[N:6]=1.[I:11][CH3:12]. Product: [I-:11].[CH3:1][C:2]1[S:3][C:4]2[CH:10]=[CH:9][CH:8]=[CH:7][C:5]=2[N+:6]=1[CH3:12]. The catalyst class is: 8. (6) Reactant: CC1(C)[O:6][C@@H:5]([CH2:7][O:8][NH:9][C:10]([C:12]2[O:20][C:15]3=[CH:16][N:17]=[CH:18][CH:19]=[C:14]3[C:13]=2[NH:21][C:22]2[CH:27]=[CH:26][C:25]([I:28])=[CH:24][C:23]=2[F:29])=[O:11])[CH2:4][O:3]1.N. Product: [OH:6][C@H:5]([CH2:4][OH:3])[CH2:7][O:8][NH:9][C:10]([C:12]1[O:20][C:15]2=[CH:16][N:17]=[CH:18][CH:19]=[C:14]2[C:13]=1[NH:21][C:22]1[CH:27]=[CH:26][C:25]([I:28])=[CH:24][C:23]=1[F:29])=[O:11]. The catalyst class is: 5.